Dataset: Forward reaction prediction with 1.9M reactions from USPTO patents (1976-2016). Task: Predict the product of the given reaction. (1) Given the reactants [F:1][C:2]1[CH:3]=[C:4]([N:9]2[CH2:13][CH:12]([CH2:14][NH:15][C:16](=[O:18])[CH3:17])[O:11][C:10]2=[O:19])[CH:5]=[CH:6][C:7]=1I.[CH3:20][C:21]1([CH3:28])[C:25]([CH3:27])([CH3:26])[O:24][BH:23][O:22]1.C(N(CC)CC)C, predict the reaction product. The product is: [F:1][C:2]1[CH:3]=[C:4]([N:9]2[CH2:13][CH:12]([CH2:14][NH:15][C:16](=[O:18])[CH3:17])[O:11][C:10]2=[O:19])[CH:5]=[CH:6][C:7]=1[B:23]1[O:24][C:25]([CH3:27])([CH3:26])[C:21]([CH3:28])([CH3:20])[O:22]1. (2) The product is: [C:10]1([CH2:9][O:8][C:4]2[CH:5]=[CH:6][CH:7]=[C:2]([Br:1])[CH:3]=2)[CH:15]=[CH:14][CH:13]=[CH:12][CH:11]=1. Given the reactants [Br:1][C:2]1[CH:3]=[C:4]([OH:8])[CH:5]=[CH:6][CH:7]=1.[CH2:9](Br)[C:10]1[CH:15]=[CH:14][CH:13]=[CH:12][CH:11]=1, predict the reaction product. (3) Given the reactants [F:1][C:2]1([C:6]2[C:7]([O:15][C@@H:16]([CH3:21])[C:17]([F:20])([F:19])[F:18])=[CH:8][C:9]([C:12](O)=[O:13])=[N:10][CH:11]=2)[CH2:5][O:4][CH2:3]1.[CH:22]1([CH2:25][C:26]([NH2:34])([CH3:33])[C:27]2[N:31]=[C:30]([CH3:32])[O:29][N:28]=2)[CH2:24][CH2:23]1, predict the reaction product. The product is: [CH:22]1([CH2:25][C:26]([NH:34][C:12]([C:9]2[CH:8]=[C:7]([O:15][C@@H:16]([CH3:21])[C:17]([F:18])([F:20])[F:19])[C:6]([C:2]3([F:1])[CH2:5][O:4][CH2:3]3)=[CH:11][N:10]=2)=[O:13])([C:27]2[N:31]=[C:30]([CH3:32])[O:29][N:28]=2)[CH3:33])[CH2:24][CH2:23]1. (4) Given the reactants [CH2:1]([O:3][CH:4]([O:15][CH2:16][CH3:17])[C:5]1[N:10]=[C:9]([CH3:11])[C:8]([C:12](O)=[O:13])=[CH:7][N:6]=1)[CH3:2].C(Cl)(=O)C([Cl:21])=O.CN(C)C=O, predict the reaction product. The product is: [CH2:1]([O:3][CH:4]([O:15][CH2:16][CH3:17])[C:5]1[N:10]=[C:9]([CH3:11])[C:8]([C:12]([Cl:21])=[O:13])=[CH:7][N:6]=1)[CH3:2]. (5) Given the reactants Br[C:2]1[N:10]2[C:5]([C:6]([NH2:11])=[N:7][CH:8]=[N:9]2)=[CH:4][CH:3]=1.C[N:13]([C:18]1[CH:23]=[CH:22][C:21](B2OC(C)(C)C(C)(C)O2)=[CH:20]C=1)[S:14]([CH3:17])(=[O:16])=[O:15].[Cl:33][C:34]1[CH:35]=[C:36]([CH:49]=[CH:50][CH:51]=1)[O:37][C:38]1[CH:43]=[CH:42][C:41](B(O)O)=[CH:40][C:39]=1[O:47][CH3:48], predict the reaction product. The product is: [Cl:33][C:34]1[CH:35]=[C:36]([CH:49]=[CH:50][CH:51]=1)[O:37][C:38]1[CH:43]=[CH:42][C:41]([C:4]2[CH:3]=[C:2]([CH:22]3[CH2:23][CH2:18][N:13]([S:14]([CH3:17])(=[O:15])=[O:16])[CH2:20][CH2:21]3)[N:10]3[C:5]=2[C:6]([NH2:11])=[N:7][CH:8]=[N:9]3)=[CH:40][C:39]=1[O:47][CH3:48]. (6) Given the reactants [CH3:1][C:2]([N:7]1[CH:11]=[C:10]([C:12]2[CH:35]=[CH:34][C:15]3[C:16]4[N:17]=[C:18]([C:24]5[N:25]([CH2:29][C:30]([F:33])([F:32])[F:31])[N:26]=[CH:27][N:28]=5)[S:19][C:20]=4[CH2:21][CH2:22][O:23][C:14]=3[CH:13]=2)[CH:9]=[N:8]1)([CH3:6])[C:3](O)=[O:4].[Cl-].[NH4+:37], predict the reaction product. The product is: [F:33][C:30]([F:31])([F:32])[CH2:29][N:25]1[C:24]([C:18]2[S:19][C:20]3[CH2:21][CH2:22][O:23][C:14]4[CH:13]=[C:12]([C:10]5[CH:9]=[N:8][N:7]([C:2]([CH3:1])([CH3:6])[C:3]([NH2:37])=[O:4])[CH:11]=5)[CH:35]=[CH:34][C:15]=4[C:16]=3[N:17]=2)=[N:28][CH:27]=[N:26]1. (7) Given the reactants Cl[C:2]1[C:3]2[C:16]3[CH2:17][CH2:18][CH2:19][CH2:20][C:15]=3[S:14][C:4]=2[N:5]=[C:6]([C:8]2[CH:13]=[CH:12][N:11]=[CH:10][CH:9]=2)[N:7]=1.[CH3:21][N:22]([CH3:26])[CH2:23][CH2:24][OH:25].[H-].[Na+], predict the reaction product. The product is: [CH3:21][N:22]([CH3:26])[CH2:23][CH2:24][O:25][C:2]1[C:3]2[C:16]3[CH2:17][CH2:18][CH2:19][CH2:20][C:15]=3[S:14][C:4]=2[N:5]=[C:6]([C:8]2[CH:13]=[CH:12][N:11]=[CH:10][CH:9]=2)[N:7]=1. (8) Given the reactants [OH:1][C@@:2]1([C:9]#[C:10][C:11]2[CH:12]=[C:13]([N:20]3[C:24]4=[N:25][CH:26]=[CH:27][CH:28]=[C:23]4[C:22]([C:29]([O:31]C)=O)=[N:21]3)[CH:14]=[C:15]([CH:17]([OH:19])[CH3:18])[CH:16]=2)[CH2:6][CH2:5][N:4]([CH3:7])[C:3]1=[O:8].[NH3:33], predict the reaction product. The product is: [OH:1][C@@:2]1([C:9]#[C:10][C:11]2[CH:12]=[C:13]([N:20]3[C:24]4=[N:25][CH:26]=[CH:27][CH:28]=[C:23]4[C:22]([C:29]([NH2:33])=[O:31])=[N:21]3)[CH:14]=[C:15]([CH:17]([OH:19])[CH3:18])[CH:16]=2)[CH2:6][CH2:5][N:4]([CH3:7])[C:3]1=[O:8]. (9) Given the reactants C([O:5][C:6](=[O:41])[CH2:7][C:8]1[CH:9]=[N:10][C:11]([N:15]2[CH2:20][CH2:19][N:18]([C:21]3[CH:26]=[C:25]([C:27]4[CH:32]=[CH:31][C:30]([F:33])=[CH:29][CH:28]=4)[N:24]=[C:23]([N:34]4[CH2:38][CH2:37][CH2:36][C@H:35]4[CH3:39])[N:22]=3)[C@H:17]([CH3:40])[CH2:16]2)=[C:12]([CH3:14])[CH:13]=1)(C)(C)C.C(O)(C(F)(F)F)=O, predict the reaction product. The product is: [F:33][C:30]1[CH:29]=[CH:28][C:27]([C:25]2[N:24]=[C:23]([N:34]3[CH2:38][CH2:37][CH2:36][C@H:35]3[CH3:39])[N:22]=[C:21]([N:18]3[CH2:19][CH2:20][N:15]([C:11]4[N:10]=[CH:9][C:8]([CH2:7][C:6]([OH:41])=[O:5])=[CH:13][C:12]=4[CH3:14])[CH2:16][C@H:17]3[CH3:40])[CH:26]=2)=[CH:32][CH:31]=1.